From a dataset of CYP3A4 inhibition data for predicting drug metabolism from PubChem BioAssay. Regression/Classification. Given a drug SMILES string, predict its absorption, distribution, metabolism, or excretion properties. Task type varies by dataset: regression for continuous measurements (e.g., permeability, clearance, half-life) or binary classification for categorical outcomes (e.g., BBB penetration, CYP inhibition). Dataset: cyp3a4_veith. (1) The compound is O=C(Nc1ccccc1)[C@@]12C[C@@H]1/C(=N/O)c1ccccc1O2. The result is 0 (non-inhibitor). (2) The compound is COc1ccccc1CNc1ccnc(-c2ccccc2OC)n1. The result is 1 (inhibitor). (3) The result is 1 (inhibitor). The molecule is CCCC/C=C/C(NC(=O)C(C)(C)C)c1ccccc1. (4) The drug is COc1ccc2c(c1)CC[C@@H]1[C@@H]3CC[C@@H](NCCCCCCN4C(=O)C=CC4=O)[C@@]3(C)CC[C@@H]21. The result is 0 (non-inhibitor). (5) The drug is Cc1cc(CC(=O)[O-])n(C)c1C(=O)c1ccc(Cl)cc1.[Na+]. The result is 0 (non-inhibitor). (6) The molecule is CCCn1c(-c2ccccc2)nc2c(=O)n(C)c(=O)[nH]c21. The result is 0 (non-inhibitor).